From a dataset of Forward reaction prediction with 1.9M reactions from USPTO patents (1976-2016). Predict the product of the given reaction. (1) Given the reactants [NH2:1][CH2:2][C@@H:3]1[C@@H:11]([C@@:12]2([CH3:21])[CH2:17][CH2:16][C@H:15]([OH:18])[CH2:14][C@@H:13]2[CH2:19][OH:20])[CH2:10][CH2:9][C@@:8]2([CH3:22])[C@H:4]1[CH2:5][CH2:6][C:7]2=[CH2:23].[F:24][C:25]([F:35])([F:34])[C:26]1[CH:33]=[CH:32][C:29]([CH:30]=O)=[CH:28][CH:27]=1.[BH4-].[Na+], predict the reaction product. The product is: [OH:20][CH2:19][C@@H:13]1[C@@:12]([CH3:21])([C@H:11]2[CH2:10][CH2:9][C@@:8]3([CH3:22])[C@@H:4]([CH2:5][CH2:6][C:7]3=[CH2:23])[C@@H:3]2[CH2:2][NH:1][CH2:30][C:29]2[CH:28]=[CH:27][C:26]([C:25]([F:24])([F:34])[F:35])=[CH:33][CH:32]=2)[CH2:17][CH2:16][C@H:15]([OH:18])[CH2:14]1. (2) Given the reactants [F:1][C:2]1[CH:10]=[CH:9][C:5]([C:6](Cl)=[O:7])=[CH:4][CH:3]=1.[NH2:11][C:12]1[C:13]2[S:24][C:23]([C:25]([O:27][CH3:28])=[O:26])=[CH:22][C:14]=2[N:15]([C:17]([O:19][CH2:20][CH3:21])=[O:18])[N:16]=1.N1C=CC=C[CH:30]=1, predict the reaction product. The product is: [F:1][C:2]1[CH:10]=[CH:9][C:5]([C:6]([NH:11][C:12]2[C:13]3[S:24][C:23]([C:25]([O:27][CH2:28][CH3:30])=[O:26])=[CH:22][C:14]=3[N:15]([C:17]([O:19][CH2:20][CH3:21])=[O:18])[N:16]=2)=[O:7])=[CH:4][CH:3]=1. (3) Given the reactants FC(F)(F)C([O-])=O.[CH3:8][O:9][C:10]1[C:18]2[C:13](=[CH:14][CH:15]=[CH:16][C:17]=2[CH:19]([C:25]2[CH:30]=[CH:29][CH:28]=[CH:27][CH:26]=2)[CH2:20][C:21]([NH:23][CH3:24])=O)[NH:12][N:11]=1.FC(F)(F)C(O)=O.N1C2C(=CC=CC=2C(C2C=CC=CC=2)CCNC)C=C1, predict the reaction product. The product is: [CH3:8][O:9][C:10]1[C:18]2[C:13](=[CH:14][CH:15]=[CH:16][C:17]=2[CH:19]([C:25]2[CH:30]=[CH:29][CH:28]=[CH:27][CH:26]=2)[CH2:20][CH2:21][NH:23][CH3:24])[NH:12][N:11]=1. (4) Given the reactants Cl.[CH3:2][N:3]1[C:18]2[C:13](=[CH:14][CH:15]=[CH:16][CH:17]=2)[C:5]([CH2:6][C@@H:7]([C:9]([O:11][CH3:12])=[O:10])[NH2:8])=[CH:4]1.C(N(CC)CC)C.[F:26][C:27]1[CH:37]=[CH:36][C:35]([F:38])=[CH:34][C:28]=1[CH:29]=[CH:30][C:31](O)=[O:32].CCN=C=NCCCN(C)C.Cl, predict the reaction product. The product is: [F:26][C:27]1[CH:37]=[CH:36][C:35]([F:38])=[CH:34][C:28]=1[CH:29]=[CH:30][C:31]([NH:8][C@H:7]([C:9]([O:11][CH3:12])=[O:10])[CH2:6][C:5]1[C:13]2[C:18](=[CH:17][CH:16]=[CH:15][CH:14]=2)[N:3]([CH3:2])[CH:4]=1)=[O:32].